This data is from Retrosynthesis with 50K atom-mapped reactions and 10 reaction types from USPTO. The task is: Predict the reactants needed to synthesize the given product. Given the product COc1cccc2oc(C(=O)NC3CCN(CCN4CCCCCC4)CC3)cc12, predict the reactants needed to synthesize it. The reactants are: COc1cccc2oc(C(=O)O)cc12.NC1CCN(CCN2CCCCCC2)CC1.